This data is from Retrosynthesis with 50K atom-mapped reactions and 10 reaction types from USPTO. The task is: Predict the reactants needed to synthesize the given product. (1) The reactants are: O=C(Cl)[C@]12Cc3cnn(-c4ccc(F)cc4)c3C=C1CCN(S(=O)(=O)c1ccc(N3CCOCC3)nc1)C2.OCC1CC(OC2CCCCO2)C1. Given the product O=C(OCC1CC(OC2CCCCO2)C1)[C@]12Cc3cnn(-c4ccc(F)cc4)c3C=C1CCN(S(=O)(=O)c1ccc(N3CCOCC3)nc1)C2, predict the reactants needed to synthesize it. (2) Given the product CN(C)c1ccc(-c2cnc3ccc(N[C@H]4CC[C@H](O)CC4)nn23)cn1, predict the reactants needed to synthesize it. The reactants are: CN(C)c1ccc(B(O)O)cn1.O[C@H]1CC[C@H](Nc2ccc3ncc(I)n3n2)CC1. (3) The reactants are: COc1cc(C=O)ccc1O.Nc1n[nH]c2ncnc(Nc3cccc(Cl)c3)c12. Given the product COc1cc(CNc2n[nH]c3ncnc(Nc4cccc(Cl)c4)c23)ccc1O, predict the reactants needed to synthesize it. (4) Given the product Oc1cc(Nc2ccnc3cc(Cl)ccc23)ccc1CN1CCOCC1, predict the reactants needed to synthesize it. The reactants are: Clc1ccc2c(Cl)ccnc2c1.Nc1ccc(CN2CCOCC2)c(O)c1. (5) Given the product CCOC(=O)C1(c2ccc(-c3ccc(-c4onc(C)c4CN(CC)C[C@H](C)c4ccccc4)cc3)cc2)CC1, predict the reactants needed to synthesize it. The reactants are: CC=O.CCOC(=O)C1(c2ccc(-c3ccc(-c4onc(C)c4CNC[C@H](C)c4ccccc4)cc3)cc2)CC1. (6) Given the product CN(c1ccc(N)cc1)c1nc(N2CCOCC2)nc(-n2ccnc2)n1, predict the reactants needed to synthesize it. The reactants are: CN(c1ccc([N+](=O)[O-])cc1)c1nc(N2CCOCC2)nc(-n2ccnc2)n1. (7) The reactants are: CCC(=O)Nc1nc(CCl)cs1.c1ccc(C(OC2CCNCC2)c2ccccc2)cc1. Given the product CCC(=O)Nc1nc(CN2CCC(OC(c3ccccc3)c3ccccc3)CC2)cs1, predict the reactants needed to synthesize it. (8) Given the product CCOC(=O)N(C)NC(=O)[C@@H]1CCCN1C(=O)[C@H](C)NC(=O)[C@H](C)NC(=O)OCc1ccccc1, predict the reactants needed to synthesize it. The reactants are: CCOC(=O)N(C)NC(=O)[C@@H]1CCCN1C(=O)[C@H](C)N.C[C@H](NC(=O)OCc1ccccc1)C(=O)O. (9) Given the product COc1cc(CCNC(=O)C(=CO)c2ccc(C)cc2)ccc1O, predict the reactants needed to synthesize it. The reactants are: COc1cc(CCNC(=O)C(=CO)c2ccc(C)cc2)ccc1OCc1ccccc1. (10) Given the product COc1cc(C)cc(OC)c1OCCC(C)c1ccc(F)cc1, predict the reactants needed to synthesize it. The reactants are: CC(CCBr)c1ccc(F)cc1.COc1cc(C)cc(OC)c1O.